Dataset: Catalyst prediction with 721,799 reactions and 888 catalyst types from USPTO. Task: Predict which catalyst facilitates the given reaction. (1) Reactant: [C:1]([NH:8][C@@H:9]([C:17](O)=O)[CH2:10][C:11]1[CH:16]=[CH:15][CH:14]=[CH:13][CH:12]=1)([O:3]C(C)(C)C)=O.CC[Al](Cl)CC.[CH:26]1[CH:27]=[CH:28][C:29]2N(O)N=N[C:30]=2[CH:31]=1.[CH3:36][O:37][C:38]1[CH:43]=[CH:42][CH:41]=[CH:40][C:39]=1[C:44]1[CH2:45][CH2:46][NH:47][CH2:48][CH:49]=1.C[N+]1([O-])CCOCC1. Product: [CH2:10]([C@@H:9]([NH:8][C:1]([CH:26]1[CH2:27][CH2:28][CH2:29][CH2:30][CH2:31]1)=[O:3])[CH2:17][N:47]1[CH2:46][CH:45]=[C:44]([C:39]2[CH:40]=[CH:41][CH:42]=[CH:43][C:38]=2[O:37][CH3:36])[CH2:49][CH2:48]1)[C:11]1[CH:12]=[CH:13][CH:14]=[CH:15][CH:16]=1. The catalyst class is: 39. (2) The catalyst class is: 32. Product: [Cl:33][C:34]1[CH:41]=[CH:40][C:37]([CH2:38][NH:39][C:2]2[N:11]([C:12]3[CH:17]=[CH:16][C:15]([Cl:18])=[CH:14][CH:13]=3)[C:10](=[O:19])[C:9]3[C:4](=[CH:5][C:6]([C:20]([O:22][CH3:23])=[O:21])=[CH:7][CH:8]=3)[N:3]=2)=[CH:36][CH:35]=1. Reactant: Cl[C:2]1[N:11]([C:12]2[CH:17]=[CH:16][C:15]([Cl:18])=[CH:14][CH:13]=2)[C:10](=[O:19])[C:9]2[C:4](=[CH:5][C:6]([C:20]([O:22][CH3:23])=[O:21])=[CH:7][CH:8]=2)[N:3]=1.C(N(CC)C(C)C)(C)C.[Cl:33][C:34]1[CH:41]=[CH:40][C:37]([CH2:38][NH2:39])=[CH:36][CH:35]=1. (3) Reactant: [CH2:1]([C:3]1[S:7][C:6]([C:8]([OH:10])=O)=[CH:5][C:4]=1[C:11]1[N:15]([CH3:16])[N:14]=[CH:13][CH:12]=1)[CH3:2].[NH2:17][C@@H:18]([CH2:31][C:32]1[CH:37]=[CH:36][CH:35]=[CH:34][C:33]=1[C:38]([F:41])([F:40])[F:39])[CH2:19][N:20]1[C:28](=[O:29])[C:27]2[C:22](=[CH:23][CH:24]=[CH:25][CH:26]=2)[C:21]1=[O:30].C(N(C(C)C)CC)(C)C.F[P-](F)(F)(F)(F)F.Br[P+](N1CCCC1)(N1CCCC1)N1CCCC1. Product: [O:29]=[C:28]1[C:27]2[C:22](=[CH:23][CH:24]=[CH:25][CH:26]=2)[C:21](=[O:30])[N:20]1[CH2:19][C@@H:18]([NH:17][C:8]([C:6]1[S:7][C:3]([CH2:1][CH3:2])=[C:4]([C:11]2[N:15]([CH3:16])[N:14]=[CH:13][CH:12]=2)[CH:5]=1)=[O:10])[CH2:31][C:32]1[CH:37]=[CH:36][CH:35]=[CH:34][C:33]=1[C:38]([F:40])([F:39])[F:41]. The catalyst class is: 2. (4) Reactant: [C:1]1([CH:7]([C:13]2[CH:18]=[CH:17][CH:16]=[CH:15][CH:14]=2)[N:8]2[CH2:11][CH:10]([OH:12])[CH2:9]2)[CH:6]=[CH:5][CH:4]=[CH:3][CH:2]=1.[H-].[Na+].[CH2:21](Br)[C:22]1[CH:27]=[CH:26][CH:25]=[CH:24][CH:23]=1. Product: [CH2:21]([O:12][CH:10]1[CH2:11][N:8]([CH:7]([C:1]2[CH:2]=[CH:3][CH:4]=[CH:5][CH:6]=2)[C:13]2[CH:14]=[CH:15][CH:16]=[CH:17][CH:18]=2)[CH2:9]1)[C:22]1[CH:27]=[CH:26][CH:25]=[CH:24][CH:23]=1. The catalyst class is: 640.